From a dataset of Reaction yield outcomes from USPTO patents with 853,638 reactions. Predict the reaction yield, written as a fraction of the theoretical maximum amount of product (1.0 means a 100% yield; for example, 0.34 means a 34% yield). The reactants are [OH:1][C:2]1[CH:3]=[CH:4][C:5]2[N:9]=[C:8]([CH2:10][O:11][C:12]3[CH:13]=[C:14]([CH:19]=[CH:20][CH:21]=3)[C:15]([O:17][CH3:18])=[O:16])[N:7]([CH3:22])[C:6]=2[CH:23]=1.[Br:24][C:25]1[C:26](F)=[N:27][CH:28]=[C:29]([CH3:31])[CH:30]=1.N1C2C(=CC=C3C=2N=CC=C3)C=CC=1.C(=O)([O-])[O-].[Cs+].[Cs+]. The catalyst is [Cu](I)I.CN(C=O)C. The product is [Br:24][C:25]1[C:26]([O:1][C:2]2[CH:3]=[CH:4][C:5]3[N:9]=[C:8]([CH2:10][O:11][C:12]4[CH:13]=[C:14]([CH:19]=[CH:20][CH:21]=4)[C:15]([O:17][CH3:18])=[O:16])[N:7]([CH3:22])[C:6]=3[CH:23]=2)=[N:27][CH:28]=[C:29]([CH3:31])[CH:30]=1. The yield is 0.140.